From a dataset of Reaction yield outcomes from USPTO patents with 853,638 reactions. Predict the reaction yield, written as a fraction of the theoretical maximum amount of product (1.0 means a 100% yield; for example, 0.34 means a 34% yield). (1) The reactants are Cl[C:2]1[C:7]([CH3:8])=[CH:6][CH:5]=[CH:4][C:3]=1[CH3:9].C(=O)([O-])[O-].[K+].[K+].O1[CH2:21][CH2:20]OCC1. The catalyst is [Pd](Cl)Cl.O. The product is [CH3:9][C:3]1[CH:4]=[CH:5][CH:6]=[C:7]([CH3:8])[C:2]=1[C:2]1[CH:7]=[CH:6][C:20]([CH3:21])=[CH:4][CH:3]=1. The yield is 0.840. (2) The reactants are [NH2:1][CH2:2][C:3]1[N:12]([C:13]2[CH:18]=[CH:17][CH:16]=[C:15]([O:19][CH2:20][C:21]([F:24])([F:23])[F:22])[CH:14]=2)[C:11](=[O:25])[C:10]2[C:5](=[CH:6][CH:7]=[CH:8][C:9]=2[F:26])[N:4]=1.Cl[C:28]1[C:29]2[CH:36]=[CH:35][NH:34][C:30]=2[N:31]=[CH:32][N:33]=1.C(N(C(C)C)CC)(C)C. The catalyst is CC(O)(C)C. The product is [N:31]1[C:30]2[NH:34][CH:35]=[CH:36][C:29]=2[C:28]([NH:1][CH2:2][C:3]2[N:12]([C:13]3[CH:18]=[CH:17][CH:16]=[C:15]([O:19][CH2:20][C:21]([F:22])([F:23])[F:24])[CH:14]=3)[C:11](=[O:25])[C:10]3[C:5](=[CH:6][CH:7]=[CH:8][C:9]=3[F:26])[N:4]=2)=[N:33][CH:32]=1. The yield is 0.210. (3) The reactants are [C:1]1([CH3:15])[CH:6]=[CH:5][C:4]([O:7][C:8]2[CH:13]=[CH:12][C:11]([CH3:14])=[CH:10][CH:9]=2)=[CH:3][CH:2]=1.[P:16](Cl)(Cl)[Cl:17].[Cl-].[Cl-].[Cl-].[Al+3].CC1C=CC2OC3C(=CC(C)=CC=3)PC=2C=1C(O)=O.P(Cl)(Cl)(Cl)=O. No catalyst specified. The product is [Cl:17][P:16]1[C:5]2[CH:6]=[C:1]([CH3:15])[CH:2]=[CH:3][C:4]=2[O:7][C:8]2[C:13]1=[CH:12][C:11]([CH3:14])=[CH:10][CH:9]=2. The yield is 0.596. (4) The reactants are I[C:2]1[CH:7]=[CH:6][CH:5]=[CH:4][CH:3]=1.N1[C:21]2[C:12](=[CH:13][CH:14]=[C:15]3[C:20]=2N=CC=C3)C=CC=1.[N+:22]1([O-:28])[CH:27]=[CH:26][CH:25]=[CH:24][CH:23]=1.C(O[Li])(C)(C)C. The catalyst is C(OCC)(=O)C.[Cu]I.CO.CN1C(=O)N(C)CCC1. The product is [C:2]1([C:23]2[CH:24]=[CH:25][CH:26]=[C:27]([C:12]3[CH:21]=[CH:20][CH:15]=[CH:14][CH:13]=3)[N+:22]=2[O-:28])[CH:7]=[CH:6][CH:5]=[CH:4][CH:3]=1. The yield is 0.200. (5) The reactants are [Br:1][CH2:2][C@@H:3]([C:5]1[CH:10]=[CH:9][C:8]([O:11][CH2:12][C:13]2[CH:18]=[CH:17][CH:16]=[CH:15][CH:14]=2)=[C:7]([NH:19][CH:20]=[O:21])[CH:6]=1)[OH:4].N1C=CN=C1.[Si:27](Cl)([C:30]([CH3:33])([CH3:32])[CH3:31])([CH3:29])[CH3:28]. The catalyst is CN(C)C=O.C(OC(C)C)(=O)C. The product is [CH2:12]([O:11][C:8]1[CH:9]=[CH:10][C:5]([C@@H:3]([O:4][Si:27]([C:30]([CH3:33])([CH3:32])[CH3:31])([CH3:29])[CH3:28])[CH2:2][Br:1])=[CH:6][C:7]=1[NH:19][CH:20]=[O:21])[C:13]1[CH:14]=[CH:15][CH:16]=[CH:17][CH:18]=1. The yield is 0.680. (6) The reactants are [SH2:1].O=[C:3]1[CH2:8][CH2:7][CH2:6][CH2:5][CH:4]1[C:9]([O:11][CH2:12][CH3:13])=[O:10]. The catalyst is C(O)C. The product is [SH:1][C:3]1[CH2:8][CH2:7][CH2:6][CH2:5][C:4]=1[C:9]([O:11][CH2:12][CH3:13])=[O:10]. The yield is 0.550. (7) The reactants are [CH3:1][O:2][C:3]1[CH:4]=[C:5]2[C:10](=[CH:11][C:12]=1[O:13][CH3:14])[N:9]=[CH:8][CH:7]=[C:6]2[O:15][C:16]1[CH:22]=[CH:21][C:19]([NH2:20])=[CH:18][C:17]=1[F:23].C(N(CC)CC)C.ClC(Cl)(O[C:35](=[O:41])OC(Cl)(Cl)Cl)Cl.[CH2:43]([N:50]1[CH2:55][CH2:54][CH:53]([NH2:56])[CH2:52][CH2:51]1)[C:44]1[CH:49]=[CH:48][CH:47]=[CH:46][CH:45]=1. The catalyst is C(Cl)(Cl)Cl.O. The product is [CH2:43]([N:50]1[CH2:55][CH2:54][CH:53]([NH:56][C:35]([NH:20][C:19]2[CH:21]=[CH:22][C:16]([O:15][C:6]3[C:5]4[C:10](=[CH:11][C:12]([O:13][CH3:14])=[C:3]([O:2][CH3:1])[CH:4]=4)[N:9]=[CH:8][CH:7]=3)=[C:17]([F:23])[CH:18]=2)=[O:41])[CH2:52][CH2:51]1)[C:44]1[CH:45]=[CH:46][CH:47]=[CH:48][CH:49]=1. The yield is 0.280. (8) The reactants are [N+:1]([C:4]1[CH:5]=[C:6]([C:10]2[CH2:11][CH2:12][N:13](C(OC(C)(C)C)=O)[CH2:14][CH:15]=2)[CH:7]=[CH:8][CH:9]=1)([O-:3])=[O:2].Cl. The catalyst is O1CCOCC1. The product is [N+:1]([C:4]1[CH:5]=[C:6]([C:10]2[CH2:15][CH2:14][NH:13][CH2:12][CH:11]=2)[CH:7]=[CH:8][CH:9]=1)([O-:3])=[O:2]. The yield is 0.875. (9) The reactants are C([O:3][C:4](=[O:34])[CH2:5][N:6]([CH2:19][CH2:20][NH:21][S:22]([C:25]1[S:26][C:27]2[CH:33]=[CH:32][CH:31]=[CH:30][C:28]=2[N:29]=1)(=[O:24])=[O:23])[C:7](=[O:18])[CH2:8][N:9]1[CH:17]=[C:15]([CH3:16])[C:13](=[O:14])[NH:12][C:10]1=[O:11])C.O.[OH-].[Li+].Cl. The catalyst is O1CCCC1.O. The product is [S:26]1[C:27]2[CH:33]=[CH:32][CH:31]=[CH:30][C:28]=2[N:29]=[C:25]1[S:22]([NH:21][CH2:20][CH2:19][N:6]([C:7](=[O:18])[CH2:8][N:9]1[CH:17]=[C:15]([CH3:16])[C:13](=[O:14])[NH:12][C:10]1=[O:11])[CH2:5][C:4]([OH:34])=[O:3])(=[O:23])=[O:24]. The yield is 0.950. (10) The product is [Cl:1][C:2]1[N:7]=[N:6][C:5]([NH2:10])=[CH:4][C:3]=1[CH3:22]. No catalyst specified. The reactants are [Cl:1][C:2]1[CH:3]=[CH:4][C:5]2[N:6](C(C3C=CC(N(C)C)=CC=3)=C[N:10]=2)[N:7]=1.[OH-].[NH4+].[CH2:22](O)C. The yield is 0.727.